This data is from Catalyst prediction with 721,799 reactions and 888 catalyst types from USPTO. The task is: Predict which catalyst facilitates the given reaction. (1) Reactant: [Cl:1][C:2]1[N:7]=[N:6][C:5]([NH2:8])=[C:4]([CH3:9])[CH:3]=1.Cl[C:11]([O:13][CH2:14][CH3:15])=[O:12]. Product: [Cl:1][C:2]1[N:7]=[N:6][C:5]([NH:8][C:11](=[O:12])[O:13][CH2:14][CH3:15])=[C:4]([CH3:9])[CH:3]=1. The catalyst class is: 17. (2) Reactant: [Cl:1][C:2]1[CH:19]=[C:18]([O:20][CH2:21][CH:22]=[C:23]([Cl:25])[Cl:24])[CH:17]=[C:16]([Cl:26])[C:3]=1[O:4][CH2:5][CH2:6][CH2:7][CH2:8][CH2:9][O:10][CH2:11][C:12](=[N:14][OH:15])[CH3:13].S(=O)(=O)(O)O.[CH2:32]=[C:33]([CH3:35])[CH3:34].C(=O)([O-])O.[Na+]. Product: [C:33]([O:15][N:14]=[C:12]([CH2:11][O:10][CH2:9][CH2:8][CH2:7][CH2:6][CH2:5][O:4][C:3]1[C:2]([Cl:1])=[CH:19][C:18]([O:20][CH2:21][CH:22]=[C:23]([Cl:25])[Cl:24])=[CH:17][C:16]=1[Cl:26])[CH3:13])([CH3:35])([CH3:34])[CH3:32]. The catalyst class is: 11. (3) Reactant: C([O:3][C:4]([C:6]1[NH:7][N:8]=[N:9][C:10]=1[C:11]1[C:12]([O:18][CH2:19][C@H:20]2[CH2:22][C@@H:21]2[C:23]2[CH:28]=[CH:27][C:26]([O:29][CH3:30])=[CH:25][N:24]=2)=[N:13][C:14]([CH3:17])=[N:15][CH:16]=1)=O)C.[H-].[H-].[H-].[H-].[Li+].[Al+3]. Product: [CH3:30][O:29][C:26]1[CH:27]=[CH:28][C:23]([C@H:21]2[CH2:22][C@@H:20]2[CH2:19][O:18][C:12]2[C:11]([C:10]3[N:9]=[N:8][NH:7][C:6]=3[CH2:4][OH:3])=[CH:16][N:15]=[C:14]([CH3:17])[N:13]=2)=[N:24][CH:25]=1. The catalyst class is: 1.